From a dataset of Catalyst prediction with 721,799 reactions and 888 catalyst types from USPTO. Predict which catalyst facilitates the given reaction. (1) Reactant: [CH2:1]([O:3][C:4]([CH:6]1[CH2:11][CH2:10][C:9](=[O:12])[CH2:8][CH2:7]1)=[O:5])[CH3:2].C(OC)(OC)OC.[CH2:20](O)[CH2:21][OH:22].C1(C)C=CC(S(O)(=O)=O)=CC=1. Product: [CH2:1]([O:3][C:4]([CH:6]1[CH2:11][CH2:10][C:9]2([O:22][CH2:21][CH2:20][O:12]2)[CH2:8][CH2:7]1)=[O:5])[CH3:2]. The catalyst class is: 236. (2) Reactant: [BH-](OC(C)=O)(OC(C)=O)OC(C)=O.[Na+].[O:15]1[C:19]2([CH2:24][CH2:23][C:22](=O)[CH2:21][CH2:20]2)[O:18][CH2:17][CH2:16]1.[CH2:26]([NH2:33])[C:27]1[CH:32]=[CH:31][CH:30]=[CH:29][CH:28]=1. Product: [CH2:26]([NH:33][CH:22]1[CH2:23][CH2:24][C:19]2([O:18][CH2:17][CH2:16][O:15]2)[CH2:20][CH2:21]1)[C:27]1[CH:32]=[CH:31][CH:30]=[CH:29][CH:28]=1. The catalyst class is: 2. (3) Reactant: [CH:1]1([C:6]([O:8][CH2:9][C:10]2[CH:15]=[CH:14][CH:13]=[CH:12][CH:11]=2)=[O:7])[CH2:5][CH:4]=[CH:3][CH2:2]1.B1([O-])O[O:17]1.O.O.O.O.[Na+]. Product: [OH:17][CH:3]1[CH2:4][CH2:5][CH:1]([C:6]([O:8][CH2:9][C:10]2[CH:11]=[CH:12][CH:13]=[CH:14][CH:15]=2)=[O:7])[CH2:2]1. The catalyst class is: 1. (4) Reactant: Cl.[NH2:2][OH:3].C(N(CC)CC)C.[C:11]([N:15]1[C:19]([C:20]2[CH:25]=[CH:24][CH:23]=[CH:22][CH:21]=2)=[CH:18][C:17]([CH:26]=O)=[N:16]1)([CH3:14])([CH3:13])[CH3:12].CCCCCC. Product: [C:11]([N:15]1[C:19]([C:20]2[CH:25]=[CH:24][CH:23]=[CH:22][CH:21]=2)=[CH:18][C:17]([CH:26]=[N:2][OH:3])=[N:16]1)([CH3:14])([CH3:13])[CH3:12]. The catalyst class is: 317. (5) Reactant: [CH2:1]([C:3]1([C:11]2[CH:16]=[CH:15][CH:14]=[C:13]([OH:17])[CH:12]=2)[CH2:9][CH2:8][CH2:7][CH2:6][NH:5][C:4]1=[O:10])[CH3:2].[CH:18]([C:20]1[CH:21]=[C:22](B(O)O)[CH:23]=[CH:24][CH:25]=1)=[O:19].N1C=CC=C[CH:30]=1. Product: [CH2:1]([C:3]1([C:11]2[CH:12]=[C:13]([CH:14]=[CH:15][CH:16]=2)[O:17][C:24]2[CH:25]=[C:20]([CH:21]=[CH:22][CH:23]=2)[CH:18]=[O:19])[CH2:9][CH2:8][CH2:7][CH2:6][N:5]([CH3:30])[C:4]1=[O:10])[CH3:2]. The catalyst class is: 2. (6) Reactant: Cl.Cl.[NH:3]1[CH2:8][CH2:7][CH:6]([N:9]2[C:17]3[C:12](=[N:13][CH:14]=[CH:15][CH:16]=3)[NH:11][C:10]2=[O:18])[CH2:5][CH2:4]1.Cl[C:20]1[N:25]=[CH:24][N:23]=[C:22]([C:26]([N:28]2[CH:36]3[CH:31]([CH2:32][CH2:33][CH2:34][CH2:35]3)[CH2:30][CH2:29]2)=[O:27])[CH:21]=1.CCN(C(C)C)C(C)C. Product: [N:28]1([C:26]([C:22]2[N:23]=[CH:24][N:25]=[C:20]([N:3]3[CH2:4][CH2:5][CH:6]([N:9]4[C:17]5[C:12](=[N:13][CH:14]=[CH:15][CH:16]=5)[NH:11][C:10]4=[O:18])[CH2:7][CH2:8]3)[CH:21]=2)=[O:27])[CH:36]2[CH:31]([CH2:32][CH2:33][CH2:34][CH2:35]2)[CH2:30][CH2:29]1. The catalyst class is: 3. (7) Reactant: CS(O[CH2:6][C:7]1[C:15]2[C:11](=[CH:12][N:13]([CH2:16][O:17][CH2:18][CH2:19][Si:20]([CH3:23])([CH3:22])[CH3:21])[N:14]=2)[CH:10]=[C:9]([Cl:24])[CH:8]=1)(=O)=O.[C-:25]#[N:26].[Na+]. Product: [Cl:24][C:9]1[CH:8]=[C:7]([CH2:6][C:25]#[N:26])[C:15]2[C:11](=[CH:12][N:13]([CH2:16][O:17][CH2:18][CH2:19][Si:20]([CH3:23])([CH3:22])[CH3:21])[N:14]=2)[CH:10]=1. The catalyst class is: 483.